This data is from Full USPTO retrosynthesis dataset with 1.9M reactions from patents (1976-2016). The task is: Predict the reactants needed to synthesize the given product. (1) Given the product [CH2:1]1[CH:9]2[N:4]([CH2:5][CH2:6][CH:7]([C:10]3[C:18]4[C:13](=[CH:14][CH:15]=[N:16][CH:17]=4)[NH:12][CH:11]=3)[CH2:8]2)[CH2:3][CH2:2]1, predict the reactants needed to synthesize it. The reactants are: [CH2:1]1[CH:9]2[N:4]([CH2:5][CH:6]=[C:7]([C:10]3[C:18]4[C:13](=[CH:14][CH:15]=[N:16][CH:17]=4)[NH:12][CH:11]=3)[CH2:8]2)[CH2:3][CH2:2]1.CO. (2) Given the product [F:2][C:3]1[CH:8]=[CH:7][C:6]([NH:9][C:10]2[CH:15]=[CH:14][N:13]=[C:12]([NH:16][C:17]3[CH:22]=[CH:21][C:20]([S:23]([N:29]([CH3:28])[CH:30]4[CH2:31][CH2:32][N:33]([CH2:36][C:37]5[S:38][CH:39]=[CH:40][CH:41]=5)[CH2:34][CH2:35]4)(=[O:25])=[O:24])=[CH:19][CH:18]=3)[N:11]=2)=[CH:5][CH:4]=1, predict the reactants needed to synthesize it. The reactants are: Cl.[F:2][C:3]1[CH:8]=[CH:7][C:6]([NH:9][C:10]2[CH:15]=[CH:14][N:13]=[C:12]([NH:16][C:17]3[CH:22]=[CH:21][C:20]([S:23](Cl)(=[O:25])=[O:24])=[CH:19][CH:18]=3)[N:11]=2)=[CH:5][CH:4]=1.Cl.[CH3:28][NH:29][CH:30]1[CH2:35][CH2:34][N:33]([CH2:36][C:37]2[S:38][CH:39]=[CH:40][CH:41]=2)[CH2:32][CH2:31]1.